The task is: Predict which catalyst facilitates the given reaction.. This data is from Catalyst prediction with 721,799 reactions and 888 catalyst types from USPTO. (1) Reactant: C(O[C:4](=[O:20])[C:5](=[CH:11][NH:12][C:13]1[CH:14]=[N:15][C:16]([CH3:19])=[CH:17][CH:18]=1)[C:6]([O:8][CH2:9][CH3:10])=[O:7])C. Product: [CH2:9]([O:8][C:6]([C:5]1[CH:11]=[N:12][C:13]2[C:14]([C:4]=1[OH:20])=[N:15][C:16]([CH3:19])=[CH:17][CH:18]=2)=[O:7])[CH3:10]. The catalyst class is: 400. (2) Reactant: [NH2:1][C@H:2]([C:7]([OH:9])=[O:8])[CH2:3][C:4]([OH:6])=[O:5].[OH-].[Na+].[CH:12](OC)=[O:13]. Product: [CH:12]([NH:1][C@H:2]([C:7]([OH:9])=[O:8])[CH2:3][C:4]([OH:6])=[O:5])=[O:13]. The catalyst class is: 24.